This data is from Catalyst prediction with 721,799 reactions and 888 catalyst types from USPTO. The task is: Predict which catalyst facilitates the given reaction. (1) Reactant: C([O:3][C:4](=[O:18])[CH:5]=[CH:6][C:7]([CH3:17])=[CH:8][C:9]1[CH:14]=[CH:13][C:12]([Cl:15])=[CH:11][C:10]=1[Cl:16])C.[OH-].[Na+]. Product: [Cl:16][C:10]1[CH:11]=[C:12]([Cl:15])[CH:13]=[CH:14][C:9]=1[CH:8]=[C:7]([CH3:17])[CH:6]=[CH:5][C:4]([OH:18])=[O:3]. The catalyst class is: 14. (2) Reactant: C([N:8]([CH2:30][C@@H:31]([C:33]1[CH:44]=[CH:43][C:36]2[O:37]C(C)(C)[O:39][CH2:40][C:35]=2[CH:34]=1)[OH:32])[CH2:9][CH2:10][CH2:11][CH2:12][CH2:13][CH2:14][O:15][CH2:16][CH2:17][CH2:18][CH2:19][C:20]1[CH:21]=[C:22]([S:26]([NH2:29])(=[O:28])=[O:27])[CH:23]=[CH:24][CH:25]=1)C1C=CC=CC=1.BrCCCCCCOCCCCC1C=C(S(N)(=O)=O)C=CC=1.C(NC[C@@H](C1C=CC2OC(C)(C)OCC=2C=1)O)C1C=CC=CC=1.C(N(C(C)C)CC)(C)C. Product: [OH:32][C@H:31]([C:33]1[CH:44]=[CH:43][C:36]([OH:37])=[C:35]([CH2:40][OH:39])[CH:34]=1)[CH2:30][NH:8][CH2:9][CH2:10][CH2:11][CH2:12][CH2:13][CH2:14][O:15][CH2:16][CH2:17][CH2:18][CH2:19][C:20]1[CH:21]=[C:22]([S:26]([NH2:29])(=[O:28])=[O:27])[CH:23]=[CH:24][CH:25]=1. The catalyst class is: 753.